From a dataset of Reaction yield outcomes from USPTO patents with 853,638 reactions. Predict the reaction yield, written as a fraction of the theoretical maximum amount of product (1.0 means a 100% yield; for example, 0.34 means a 34% yield). (1) The reactants are [O:1]=[C:2]1[CH2:7][NH:6][CH2:5][CH2:4][N:3]1[C:8]1[CH:13]=[CH:12][C:11]([S:14]([NH:17][C:18]2[S:19][CH:20]=[CH:21][N:22]=2)(=[O:16])=[O:15])=[CH:10][CH:9]=1.[Cl:23][C:24]1[CH:25]=[C:26]2[C:31](=[CH:32][CH:33]=1)[N:30]([C@@H:34]([CH:38]([CH3:40])[CH3:39])[C:35](O)=[O:36])[CH2:29][CH2:28][CH2:27]2.CN(C(ON1N=NC2C=CC=NC1=2)=[N+](C)C)C.F[P-](F)(F)(F)(F)F.C(=O)(O)[O-].[Na+]. The catalyst is CN(C=O)C. The product is [Cl:23][C:24]1[CH:25]=[C:26]2[C:31](=[CH:32][CH:33]=1)[N:30]([C@@H:34]([CH:38]([CH3:40])[CH3:39])[C:35]([N:6]1[CH2:5][CH2:4][N:3]([C:8]3[CH:9]=[CH:10][C:11]([S:14]([NH:17][C:18]4[S:19][CH:20]=[CH:21][N:22]=4)(=[O:16])=[O:15])=[CH:12][CH:13]=3)[C:2](=[O:1])[CH2:7]1)=[O:36])[CH2:29][CH2:28][CH2:27]2. The yield is 0.320. (2) The reactants are [Br:1][C:2]1[C:3](N)=[N:4][C:5]([Br:9])=[C:6]([Br:8])[CH:7]=1.N([O-])=O.[Na+].N1C=CC=CC=1.[FH:21]. No catalyst specified. The product is [Br:9][C:5]1[C:6]([Br:8])=[CH:7][C:2]([Br:1])=[C:3]([F:21])[N:4]=1. The yield is 0.840. (3) The reactants are BrC1N=C(C(C2C3C(Cl)=NC=[N:14][C:13]=3[N:12](C(C)C)C=2)=O)C=CC=1.[NH2:23][C:24]1[C:25]2[C:32]([C:33]([C:35]3C=N[CH:38]=[C:39](N)[CH:40]=3)=[O:34])=[CH:31][N:30]([CH:42]([CH3:44])[CH3:43])[C:26]=2[N:27]=[CH:28][N:29]=1. No catalyst specified. The product is [NH2:23][C:24]1[C:25]2[C:32]([C:33]([C:35]3[CH:40]=[CH:39][CH:38]=[C:13]([NH2:14])[N:12]=3)=[O:34])=[CH:31][N:30]([CH:42]([CH3:43])[CH3:44])[C:26]=2[N:27]=[CH:28][N:29]=1. The yield is 0.850. (4) The reactants are [F:1][C:2]1[CH:3]=[C:4]([CH:10]=[CH:11][CH:12]=1)[C:5]([O:7]CC)=O.[CH3:13][C:14]1[CH:19]=[CH:18][N:17]=[CH:16][CH:15]=1.C[Si]([N-][Si](C)(C)C)(C)C.[Li+]. The catalyst is C1COCC1.CCCCCC. The product is [F:1][C:2]1[CH:3]=[C:4]([C:5](=[O:7])[CH2:13][C:14]2[CH:19]=[CH:18][N:17]=[CH:16][CH:15]=2)[CH:10]=[CH:11][CH:12]=1. The yield is 0.820. (5) The reactants are [F:1][C:2]1[CH:7]=[CH:6][C:5]([CH2:8][OH:9])=[C:4](/[CH:10]=[CH:11]/[C:12]2[CH:17]=[CH:16][C:15]([F:18])=[CH:14][CH:13]=2)[CH:3]=1. The catalyst is [Pd].CO. The product is [F:1][C:2]1[CH:7]=[CH:6][C:5]([CH2:8][OH:9])=[C:4]([CH2:10][CH2:11][C:12]2[CH:13]=[CH:14][C:15]([F:18])=[CH:16][CH:17]=2)[CH:3]=1. The yield is 0.370.